Dataset: Full USPTO retrosynthesis dataset with 1.9M reactions from patents (1976-2016). Task: Predict the reactants needed to synthesize the given product. (1) The reactants are: [NH2:1][C@@H:2]1[C:11]2[C:6](=[CH:7][CH:8]=[CH:9][CH:10]=2)[C@H:5]([OH:12])[CH2:4][CH2:3]1.[H-].[Na+].F[C:16]1[CH:17]=[CH:18][C:19]2[N:20]([C:22]([N:25]([CH3:31])[CH2:26][CH2:27][N:28]([CH3:30])[CH3:29])=[N:23][N:24]=2)[CH:21]=1.N. Given the product [NH2:1][C@@H:2]1[C:11]2[C:6](=[CH:7][CH:8]=[CH:9][CH:10]=2)[C@H:5]([O:12][C:16]2[CH:17]=[CH:18][C:19]3[N:20]([C:22]([N:25]([CH3:31])[CH2:26][CH2:27][N:28]([CH3:30])[CH3:29])=[N:23][N:24]=3)[CH:21]=2)[CH2:4][CH2:3]1, predict the reactants needed to synthesize it. (2) Given the product [C:13]1([C:31]2[CH:36]=[CH:35][CH:34]=[CH:33][CH:32]=2)[CH:14]=[CH:15][C:16]([NH:19][C:20](=[O:30])[CH2:21][C:22]([N:23]2[CH2:24][CH2:25][N:26]([S:8]([C:3]3[CH:4]=[CH:5][CH:6]=[CH:7][C:2]=3[Cl:1])(=[O:10])=[O:9])[CH2:27][CH2:28]2)=[O:29])=[CH:17][CH:18]=1, predict the reactants needed to synthesize it. The reactants are: [Cl:1][C:2]1[CH:7]=[CH:6][CH:5]=[CH:4][C:3]=1[S:8](Cl)(=[O:10])=[O:9].Cl.[C:13]1([C:31]2[CH:36]=[CH:35][CH:34]=[CH:33][CH:32]=2)[CH:18]=[CH:17][C:16]([NH:19][C:20](=[O:30])[CH2:21][C:22](=[O:29])[N:23]2[CH2:28][CH2:27][NH:26][CH2:25][CH2:24]2)=[CH:15][CH:14]=1.CCN(C(C)C)C(C)C. (3) Given the product [CH3:9][S:10]([O:8][C@H:4]1[CH2:5][CH2:6][CH2:7][C@@H:2]([CH3:1])[CH2:3]1)(=[O:12])=[O:11], predict the reactants needed to synthesize it. The reactants are: [CH3:1][C@@H:2]1[CH2:7][CH2:6][CH2:5][C@H:4]([OH:8])[CH2:3]1.[CH3:9][S:10](Cl)(=[O:12])=[O:11]. (4) Given the product [Si:16]([O:15][CH2:14][C@@H:9]([OH:8])[C@@H:10]([OH:13])[C@H:11]([OH:12])[C@H:5]([NH:4][C:1](=[O:3])[CH3:2])[CH:6]=[O:7])([C:29]([CH3:32])([CH3:31])[CH3:30])([C:23]1[CH:24]=[CH:25][CH:26]=[CH:27][CH:28]=1)[C:17]1[CH:22]=[CH:21][CH:20]=[CH:19][CH:18]=1, predict the reactants needed to synthesize it. The reactants are: [C:1]([NH:4][C@H:5]1[C@@H:11]([OH:12])[C@H:10]([OH:13])[C@@H:9]([CH2:14][OH:15])[O:8][CH:6]1[OH:7])(=[O:3])[CH3:2].[Si:16](Cl)([C:29]([CH3:32])([CH3:31])[CH3:30])([C:23]1[CH:28]=[CH:27][CH:26]=[CH:25][CH:24]=1)[C:17]1[CH:22]=[CH:21][CH:20]=[CH:19][CH:18]=1. (5) Given the product [C:3]([C:7]1[CH:12]=[CH:11][CH:10]=[CH:9][C:8]=1[N:13]1[CH2:18][CH2:17][N:16]([C:34]([C:33]2[CH:37]=[CH:38][C:30]([F:29])=[CH:31][CH:32]=2)=[O:35])[CH2:15][CH2:14]1)([CH3:6])([CH3:4])[CH3:5], predict the reactants needed to synthesize it. The reactants are: Cl.Cl.[C:3]([C:7]1[CH:12]=[CH:11][CH:10]=[CH:9][C:8]=1[N:13]1[CH2:18][CH2:17][NH:16][CH2:15][CH2:14]1)([CH3:6])([CH3:5])[CH3:4].C(N(C(C)C)CC)(C)C.Cl.[F:29][C:30]1[CH:38]=[CH:37][C:33]([C:34](Cl)=[O:35])=[CH:32][CH:31]=1.